Dataset: Forward reaction prediction with 1.9M reactions from USPTO patents (1976-2016). Task: Predict the product of the given reaction. (1) Given the reactants Br[C:2]1[CH:7]=[CH:6][CH:5]=[C:4]([Br:8])[CH:3]=1.[N:9]1([C:16]([O:18][C:19]([CH3:22])([CH3:21])[CH3:20])=[O:17])[CH2:15][CH2:14][CH2:13][NH:12][CH2:11][CH2:10]1.CC1(C)C2C(=C(P(C3C=CC=CC=3)C3C=CC=CC=3)C=CC=2)OC2C(P(C3C=CC=CC=3)C3C=CC=CC=3)=CC=CC1=2.CC(C)([O-])C.[Na+], predict the reaction product. The product is: [Br:8][C:4]1[CH:3]=[C:2]([N:12]2[CH2:13][CH2:14][CH2:15][N:9]([C:16]([O:18][C:19]([CH3:22])([CH3:21])[CH3:20])=[O:17])[CH2:10][CH2:11]2)[CH:7]=[CH:6][CH:5]=1. (2) Given the reactants [Cl:1][C:2]1[CH:7]=[CH:6][C:5]([C:8]2[S:12][C:11]([C:13](N(OC)C)=[O:14])=[C:10]([C:19]3[CH:24]=[CH:23][C:22]([S:25](=[O:32])(=[O:31])[N:26]=CN(C)C)=[C:21]([CH3:33])[CH:20]=3)[C:9]=2[CH3:34])=[CH:4][CH:3]=1.[CH2:35]1COC[CH2:36]1, predict the reaction product. The product is: [Cl:1][C:2]1[CH:7]=[CH:6][C:5]([C:8]2[S:12][C:11]([C:13](=[O:14])[CH2:35][CH3:36])=[C:10]([C:19]3[CH:24]=[CH:23][C:22]([S:25]([NH2:26])(=[O:31])=[O:32])=[C:21]([CH3:33])[CH:20]=3)[C:9]=2[CH3:34])=[CH:4][CH:3]=1.